The task is: Predict the product of the given reaction.. This data is from Forward reaction prediction with 1.9M reactions from USPTO patents (1976-2016). (1) Given the reactants [N-:1]=[C:2]=[S:3].[Br:4][C:5]1[CH:6]=[CH:7][CH:8]=[CH:9][CH:10]=1.[CH3:11][O:12][C:13]1[CH:14]=[C:15]([C:19]([NH:21][NH2:22])=O)[CH:16]=[CH:17][CH:18]=1, predict the reaction product. The product is: [Br:4][C:5]1[CH:10]=[C:9]([NH:1][C:2]2[S:3][C:19]([C:15]3[CH:16]=[CH:17][CH:18]=[C:13]([O:12][CH3:11])[CH:14]=3)=[N:21][N:22]=2)[CH:8]=[CH:7][CH:6]=1. (2) The product is: [OH:19][C:5]1[CH:6]=[C:7]([N:20]2[CH2:25][CH2:24][O:23][CH2:22][CH2:21]2)[CH:8]=[C:9]([OH:10])[C:4]=1[C:1](=[O:3])[CH3:2]. Given the reactants [C:1]([C:4]1[C:9]([OH:10])=[CH:8][C:7](OS(C(F)(F)F)(=O)=O)=[CH:6][C:5]=1[OH:19])(=[O:3])[CH3:2].[NH:20]1[CH2:25][CH2:24][O:23][CH2:22][CH2:21]1.C1(C2C=CC=CC=2)C=CC=CC=1P(C(C)(C)C)C(C)(C)C.[O-]P([O-])([O-])=O.[K+].[K+].[K+], predict the reaction product. (3) Given the reactants [CH2:1]([N:3]1[CH2:8][C@H:7]([C:9]2[CH:14]=[CH:13][CH:12]=[CH:11][CH:10]=2)[O:6][C:5](=[O:15])[CH2:4]1)[CH3:2].C[Si]([N-][Si](C)(C)C)(C)C.[Li+].O1CCCC1.C(C1C=CC=CC=1)C.Br[CH2:40][C:41]([O:43][CH3:44])=[O:42], predict the reaction product. The product is: [CH2:1]([N:3]1[CH2:8][C@H:7]([C:9]2[CH:10]=[CH:11][CH:12]=[CH:13][CH:14]=2)[O:6][C:5](=[O:15])[CH:4]1[CH2:40][C:41]([O:43][CH3:44])=[O:42])[CH3:2]. (4) Given the reactants [CH2:1]([S:4]([O-:7])(=[O:6])=[O:5])[CH2:2][CH3:3].[C:8]1([CH:15]=[CH:14][C:12]([OH:13])=[CH:11][CH:10]=1)[OH:9].[CH2:16]1[S:20](=[O:22])(=[O:21])[O:19][CH2:18][CH2:17]1, predict the reaction product. The product is: [C:12]1([O:13][CH2:18][CH2:17][CH2:16][S:20]([OH:22])(=[O:21])=[O:19])[CH:14]=[CH:15][C:8]([O:9][CH2:3][CH2:2][CH2:1][S:4]([OH:7])(=[O:6])=[O:5])=[CH:10][CH:11]=1. (5) Given the reactants [NH:1]1[CH2:5][CH2:4][CH2:3][C@H:2]1[C:6]1[O:10][N:9]=[C:8]([C:11]2[CH:12]=[C:13]([CH:16]=[CH:17][CH:18]=2)[C:14]#[N:15])[N:7]=1.[S:19]1[CH:23]=[CH:22][N:21]=[C:20]1[CH:24]=O.C(O[BH-](OC(=O)C)OC(=O)C)(=O)C.[Na+], predict the reaction product. The product is: [S:19]1[CH:23]=[CH:22][N:21]=[C:20]1[CH2:24][N:1]1[CH2:5][CH2:4][CH2:3][C@H:2]1[C:6]1[O:10][N:9]=[C:8]([C:11]2[CH:12]=[C:13]([CH:16]=[CH:17][CH:18]=2)[C:14]#[N:15])[N:7]=1. (6) Given the reactants [I:1][C:2]1[C:10]2[C:5](=[N:6][CH:7]=[C:8]([C:11]3[CH:12]=[C:13]([NH:17][C:18](=[O:24])[O:19][C:20]([CH3:23])([CH3:22])[CH3:21])[CH:14]=[CH:15][CH:16]=3)[CH:9]=2)[NH:4][CH:3]=1.[H-].[Na+].[C:27]1([CH3:37])[CH:32]=[CH:31][C:30]([S:33](Cl)(=[O:35])=[O:34])=[CH:29][CH:28]=1, predict the reaction product. The product is: [I:1][C:2]1[C:10]2[C:5](=[N:6][CH:7]=[C:8]([C:11]3[CH:12]=[C:13]([NH:17][C:18](=[O:24])[O:19][C:20]([CH3:21])([CH3:23])[CH3:22])[CH:14]=[CH:15][CH:16]=3)[CH:9]=2)[N:4]([S:33]([C:30]2[CH:31]=[CH:32][C:27]([CH3:37])=[CH:28][CH:29]=2)(=[O:35])=[O:34])[CH:3]=1. (7) Given the reactants Br[C:2]1[N:6]2[CH2:7][CH2:8][CH2:9][N:10]([CH3:12])[CH2:11][C:5]2=[C:4]([C:13]([NH:15][C@@H:16]([C:21]([CH3:24])([CH3:23])[CH3:22])[C:17]([NH:19][CH3:20])=[O:18])=[O:14])[N:3]=1.[CH3:25][O:26][C:27]1[CH:32]=[CH:31][CH:30]=[CH:29][C:28]=1B(O)O.C(=O)([O-])[O-].[K+].[K+], predict the reaction product. The product is: [CH3:22][C:21]([CH3:24])([CH3:23])[C@H:16]([NH:15][C:13]([C:4]1[N:3]=[C:2]([C:28]2[CH:29]=[CH:30][CH:31]=[CH:32][C:27]=2[O:26][CH3:25])[N:6]2[CH2:7][CH2:8][CH2:9][N:10]([CH3:12])[CH2:11][C:5]=12)=[O:14])[C:17]([NH:19][CH3:20])=[O:18]. (8) Given the reactants [OH:1][CH2:2][C:3]1[N:8]=[CH:7][N:6]=[C:5]([O:9][C:10]2[CH:11]=[C:12]3[C:16](=[CH:17][CH:18]=2)[N:15]([C:19]([NH:21][C:22]2[CH:26]=[C:25]([C:27]([F:30])([F:29])[F:28])[N:24]([CH3:31])[N:23]=2)=[O:20])[CH:14]=[CH:13]3)[CH:4]=1.CC(OI1(OC(C)=O)(OC(C)=O)OC(=O)C2C=CC=CC1=2)=O.C([O-])(O)=O.[Na+].Cl([O-])=O.[Na+].P([O-])(O)(O)=O.[Na+].CC(=CC)C.P([O-])([O-])([O-])=O.C(Cl)(=O)C(Cl)=O.C[N:86](C=O)C.N.O1CCOCC1, predict the reaction product. The product is: [C:2]([C:3]1[N:8]=[CH:7][N:6]=[C:5]([O:9][C:10]2[CH:11]=[C:12]3[C:16](=[CH:17][CH:18]=2)[N:15]([C:19]([NH:21][C:22]2[CH:26]=[C:25]([C:27]([F:29])([F:30])[F:28])[N:24]([CH3:31])[N:23]=2)=[O:20])[CH:14]=[CH:13]3)[CH:4]=1)(=[O:1])[NH2:86]. (9) Given the reactants Br[C:2]1[S:6][C:5]([CH2:7][O:8][C:9]2[C:10]([F:19])=[C:11]([C:15]([F:18])=[CH:16][CH:17]=2)[C:12]([NH2:14])=[O:13])=[N:4][C:3]=1[C:20]1[CH:25]=[CH:24][C:23]([O:26][CH3:27])=[CH:22][CH:21]=1.C([Sn](CCCC)(CCCC)[C:33]1[N:34]=[CH:35][S:36][CH:37]=1)CCC.O, predict the reaction product. The product is: [F:19][C:10]1[C:9]([O:8][CH2:7][C:5]2[S:6][C:2]([C:33]3[N:34]=[CH:35][S:36][CH:37]=3)=[C:3]([C:20]3[CH:25]=[CH:24][C:23]([O:26][CH3:27])=[CH:22][CH:21]=3)[N:4]=2)=[CH:17][CH:16]=[C:15]([F:18])[C:11]=1[C:12]([NH2:14])=[O:13]. (10) Given the reactants [C:1]([NH:9][C:10]1[CH:15]=[CH:14][CH:13]=[CH:12][C:11]=1[C:16](=[C:30]1[CH2:35][CH2:34][NH:33][CH2:32][CH2:31]1)[C:17]1[CH:29]=[CH:28][C:20]([C:21]([N:23]([CH2:26][CH3:27])[CH2:24][CH3:25])=[O:22])=[CH:19][CH:18]=1)(=[O:8])[C:2]1[CH:7]=[CH:6][CH:5]=[CH:4][CH:3]=1.CC(OC(N1CCC(=C(C2C=CC=CC=2N)C2C=CC(C(N(CC)CC)=O)=CC=2)CC1)=O)(C)C.C1(C(Cl)=O)CCCCC1.C(O)(C(F)(F)F)=O, predict the reaction product. The product is: [CH:2]1([C:1]([NH:9][C:10]2[CH:15]=[CH:14][CH:13]=[CH:12][C:11]=2[C:16](=[C:30]2[CH2:31][CH2:32][NH:33][CH2:34][CH2:35]2)[C:17]2[CH:29]=[CH:28][C:20]([C:21]([N:23]([CH2:24][CH3:25])[CH2:26][CH3:27])=[O:22])=[CH:19][CH:18]=2)=[O:8])[CH2:3][CH2:4][CH2:5][CH2:6][CH2:7]1.